This data is from Full USPTO retrosynthesis dataset with 1.9M reactions from patents (1976-2016). The task is: Predict the reactants needed to synthesize the given product. (1) Given the product [C:1]([CH2:3][C:4]1[CH:5]=[C:6]([NH:10][C:11]([C:13]2[CH:18]=[CH:17][CH:16]=[C:15]([C:20]3[CH:25]=[CH:24][CH:23]=[CH:22][CH:21]=3)[N:14]=2)=[O:12])[CH:7]=[CH:8][CH:9]=1)#[N:2], predict the reactants needed to synthesize it. The reactants are: [C:1]([CH2:3][C:4]1[CH:5]=[C:6]([NH:10][C:11]([C:13]2[CH:18]=[CH:17][CH:16]=[C:15](Br)[N:14]=2)=[O:12])[CH:7]=[CH:8][CH:9]=1)#[N:2].[C:20]1(B(O)O)[CH:25]=[CH:24][CH:23]=[CH:22][CH:21]=1. (2) Given the product [N:29]1[CH:34]=[CH:33][CH:32]=[C:31]([S:35]([NH:38][C:24](=[O:25])[C:23]2[CH:22]=[CH:21][C:20]([CH2:19][N:11]([S:8]([C:5]3[CH:6]=[CH:7][C:2]([Cl:1])=[CH:3][CH:4]=3)(=[O:10])=[O:9])[CH2:12][C:13]3[CH:18]=[CH:17][CH:16]=[CH:15][N:14]=3)=[CH:28][CH:27]=2)(=[O:37])=[O:36])[CH:30]=1, predict the reactants needed to synthesize it. The reactants are: [Cl:1][C:2]1[CH:7]=[CH:6][C:5]([S:8]([N:11]([CH2:19][C:20]2[CH:28]=[CH:27][C:23]([C:24](O)=[O:25])=[CH:22][CH:21]=2)[CH2:12][C:13]2[CH:18]=[CH:17][CH:16]=[CH:15][N:14]=2)(=[O:10])=[O:9])=[CH:4][CH:3]=1.[N:29]1[CH:34]=[CH:33][CH:32]=[C:31]([S:35]([NH2:38])(=[O:37])=[O:36])[CH:30]=1. (3) Given the product [C:32]1(=[O:39])[N:36]([N:1]2[CH2:6][CH2:5][CH:4]([CH2:7][NH:8][C:9](=[O:29])[CH:10]([C:22]3[CH:27]=[CH:26][CH:25]=[CH:24][C:23]=3[F:28])[NH:11][C:12]([NH:14][C:15]3[CH:20]=[CH:19][C:18]([Cl:21])=[CH:17][CH:16]=3)=[O:13])[CH2:3][CH2:2]2)[C:31]1=[O:33], predict the reactants needed to synthesize it. The reactants are: [NH:1]1[CH2:6][CH2:5][CH:4]([CH2:7][NH:8][C:9](=[O:29])[CH:10]([C:22]2[CH:27]=[CH:26][CH:25]=[CH:24][C:23]=2[F:28])[NH:11][C:12]([NH:14][C:15]2[CH:20]=[CH:19][C:18]([Cl:21])=[CH:17][CH:16]=2)=[O:13])[CH2:3][CH2:2]1.Cl.[C:31](=[NH:36])([O:33]CC)[CH3:32].CC[OH:39].